This data is from NCI-60 drug combinations with 297,098 pairs across 59 cell lines. The task is: Regression. Given two drug SMILES strings and cell line genomic features, predict the synergy score measuring deviation from expected non-interaction effect. (1) Drug 1: C#CCC(CC1=CN=C2C(=N1)C(=NC(=N2)N)N)C3=CC=C(C=C3)C(=O)NC(CCC(=O)O)C(=O)O. Drug 2: C1=NC2=C(N1)C(=S)N=CN2. Cell line: TK-10. Synergy scores: CSS=41.1, Synergy_ZIP=1.52, Synergy_Bliss=2.02, Synergy_Loewe=0.265, Synergy_HSA=0.290. (2) Drug 1: C1=CC(=CC=C1C#N)C(C2=CC=C(C=C2)C#N)N3C=NC=N3. Drug 2: CN(CC1=CN=C2C(=N1)C(=NC(=N2)N)N)C3=CC=C(C=C3)C(=O)NC(CCC(=O)O)C(=O)O. Cell line: UO-31. Synergy scores: CSS=50.6, Synergy_ZIP=2.97, Synergy_Bliss=5.25, Synergy_Loewe=-27.5, Synergy_HSA=1.84. (3) Drug 1: CCC(=C(C1=CC=CC=C1)C2=CC=C(C=C2)OCCN(C)C)C3=CC=CC=C3.C(C(=O)O)C(CC(=O)O)(C(=O)O)O. Drug 2: C1C(C(OC1N2C=NC(=NC2=O)N)CO)O. Cell line: M14. Synergy scores: CSS=-1.33, Synergy_ZIP=-1.93, Synergy_Bliss=-5.82, Synergy_Loewe=-3.56, Synergy_HSA=-4.61. (4) Drug 1: CN(C)N=NC1=C(NC=N1)C(=O)N. Drug 2: C1=CC(=CC=C1C#N)C(C2=CC=C(C=C2)C#N)N3C=NC=N3. Cell line: SNB-19. Synergy scores: CSS=-6.42, Synergy_ZIP=0.151, Synergy_Bliss=-5.11, Synergy_Loewe=-7.10, Synergy_HSA=-6.84. (5) Drug 1: CN(C(=O)NC(C=O)C(C(C(CO)O)O)O)N=O. Drug 2: COCCOC1=C(C=C2C(=C1)C(=NC=N2)NC3=CC=CC(=C3)C#C)OCCOC.Cl. Cell line: ACHN. Synergy scores: CSS=21.2, Synergy_ZIP=-1.22, Synergy_Bliss=2.76, Synergy_Loewe=-18.5, Synergy_HSA=1.06. (6) Drug 1: CC1=C2C(C(=O)C3(C(CC4C(C3C(C(C2(C)C)(CC1OC(=O)C(C(C5=CC=CC=C5)NC(=O)C6=CC=CC=C6)O)O)OC(=O)C7=CC=CC=C7)(CO4)OC(=O)C)O)C)OC(=O)C. Drug 2: C1=CC=C(C(=C1)C(C2=CC=C(C=C2)Cl)C(Cl)Cl)Cl. Cell line: HCC-2998. Synergy scores: CSS=2.42, Synergy_ZIP=2.80, Synergy_Bliss=2.48, Synergy_Loewe=1.06, Synergy_HSA=-2.27. (7) Drug 1: CN1CCC(CC1)COC2=C(C=C3C(=C2)N=CN=C3NC4=C(C=C(C=C4)Br)F)OC. Drug 2: CC12CCC3C(C1CCC2=O)CC(=C)C4=CC(=O)C=CC34C. Cell line: NCIH23. Synergy scores: CSS=24.6, Synergy_ZIP=1.11, Synergy_Bliss=-1.47, Synergy_Loewe=-9.68, Synergy_HSA=-1.31.